This data is from Reaction yield outcomes from USPTO patents with 853,638 reactions. The task is: Predict the reaction yield, written as a fraction of the theoretical maximum amount of product (1.0 means a 100% yield; for example, 0.34 means a 34% yield). (1) The reactants are C(OC([N:8]([CH2:28][C:29]1[CH:34]=[CH:33][CH:32]=[CH:31][N:30]=1)[CH2:9][C:10]1[CH:15]=[CH:14][C:13]([CH2:16][NH:17][CH:18]2[C:27]3[N:26]=[CH:25][CH:24]=[CH:23][C:22]=3[CH2:21][CH2:20][CH2:19]2)=[CH:12][CH:11]=1)=O)(C)(C)C.C([N:38](CC)[CH:39]([CH3:41])[CH3:40])(C)C.[OH2:44].[OH:45]N1C2C=CC=CC=2N=N1.Cl.C[N:57]([CH3:66])CCCN=C=NCC. The catalyst is ClCCCl. The product is [N:30]1[CH:31]=[CH:32][CH:33]=[CH:34][C:29]=1[CH2:28][NH:8][CH2:9][C:10]1[CH:15]=[CH:14][C:13]([CH2:16][N:17]([CH:18]2[C:27]3[N:26]=[CH:25][CH:24]=[CH:23][C:22]=3[CH2:21][CH2:20][CH2:19]2)[C:40](=[O:45])[C@H:39]([CH2:41][C:66]([NH2:57])=[O:44])[NH2:38])=[CH:12][CH:11]=1. The yield is 0.230. (2) The reactants are [C:1](Cl)(=[O:3])[CH3:2].[C:5]([O:8][CH2:9][CH:10]([NH:16][CH2:17][C:18]([O:20][C:21]([CH3:24])([CH3:23])[CH3:22])=[O:19])[CH2:11][O:12][C:13](=[O:15])[CH3:14])(=[O:7])[CH3:6].C(N(CC)CC)C. No catalyst specified. The product is [C:5]([O:8][CH2:9][CH:10]([N:16]([CH2:17][C:18]([O:20][C:21]([CH3:24])([CH3:23])[CH3:22])=[O:19])[C:1](=[O:3])[CH3:2])[CH2:11][O:12][C:13](=[O:15])[CH3:14])(=[O:7])[CH3:6]. The yield is 0.500. (3) The reactants are [CH:1]1([NH2:4])[CH2:3][CH2:2]1.[C:5]([SiH2:9][O:10][C:11]([CH3:27])([CH3:26])[C:12]1[CH:13]=[C:14]([CH2:19][CH2:20]OS(C)(=O)=O)[CH:15]=[CH:16][C:17]=1[Cl:18])([CH3:8])([CH3:7])[CH3:6]. The catalyst is CCO. The product is [C:5]([SiH2:9][O:10][C:11]([CH3:26])([CH3:27])[C:12]1[CH:13]=[C:14]([CH2:19][CH2:20][NH:4][CH:1]2[CH2:3][CH2:2]2)[CH:15]=[CH:16][C:17]=1[Cl:18])([CH3:8])([CH3:7])[CH3:6]. The yield is 0.680.